This data is from Reaction yield outcomes from USPTO patents with 853,638 reactions. The task is: Predict the reaction yield, written as a fraction of the theoretical maximum amount of product (1.0 means a 100% yield; for example, 0.34 means a 34% yield). (1) The reactants are [CH3:1][O:2][C:3]([C:5]1[CH:6]=[C:7]2[C:11](=[CH:12][CH:13]=1)[NH:10][CH:9]=[C:8]2[CH2:14][C:15]#[N:16])=[O:4].[CH3:17][C:18]([O:21][C:22](O[C:22]([O:21][C:18]([CH3:20])([CH3:19])[CH3:17])=[O:23])=[O:23])([CH3:20])[CH3:19].C(N(CC)CC)C. The catalyst is CN(C1C=CC=CN=1)C.C(Cl)Cl. The product is [CH3:1][O:2][C:3]([C:5]1[CH:6]=[C:7]2[C:11](=[CH:12][CH:13]=1)[N:10]([C:22]([O:21][C:18]([CH3:20])([CH3:19])[CH3:17])=[O:23])[CH:9]=[C:8]2[CH2:14][C:15]#[N:16])=[O:4]. The yield is 0.870. (2) The reactants are [CH2:1]([N:8]1[C:16]2[C:11](=[CH:12][C:13]([C:17]3[CH:22]=[C:21]([C:23]([F:26])([F:25])[F:24])[CH:20]=[C:19]([C:27]([F:30])([F:29])[F:28])[CH:18]=3)=[CH:14][CH:15]=2)[CH:10]=[CH:9]1)[C:2]1[CH:7]=[CH:6][CH:5]=[CH:4][CH:3]=1.[C:31](Cl)(=[O:35])[C:32](Cl)=[O:33].[CH2:37]([OH:39])[CH3:38]. No catalyst specified. The product is [CH2:1]([N:8]1[C:16]2[C:11](=[CH:12][C:13]([C:17]3[CH:22]=[C:21]([C:23]([F:24])([F:25])[F:26])[CH:20]=[C:19]([C:27]([F:30])([F:28])[F:29])[CH:18]=3)=[CH:14][CH:15]=2)[C:10]([C:31](=[O:35])[C:32]([O:39][CH2:37][CH3:38])=[O:33])=[CH:9]1)[C:2]1[CH:3]=[CH:4][CH:5]=[CH:6][CH:7]=1. The yield is 0.560.